Dataset: Full USPTO retrosynthesis dataset with 1.9M reactions from patents (1976-2016). Task: Predict the reactants needed to synthesize the given product. (1) Given the product [CH3:10][O:9][C:6]1[C:7](=[O:8])[C:2]([N:1]2[CH:23]=[CH:21][N:33]=[C:25]2[C:26]2[CH:31]=[CH:30][CH:29]=[CH:28][CH:27]=2)=[N:3][N:4]([C:11]2[CH:16]=[CH:15][CH:14]=[C:13]([C:17]([F:18])([F:20])[F:19])[CH:12]=2)[CH:5]=1, predict the reactants needed to synthesize it. The reactants are: [NH2:1][C:2]1[C:7](=[O:8])[C:6]([O:9][CH3:10])=[CH:5][N:4]([C:11]2[CH:16]=[CH:15][CH:14]=[C:13]([C:17]([F:20])([F:19])[F:18])[CH:12]=2)[N:3]=1.[CH:21]([CH:23]=O)=O.[CH:25](=O)[C:26]1[CH:31]=[CH:30][CH:29]=[CH:28][CH:27]=1.[NH4+:33].[Cl-].OP(O)(O)=O. (2) Given the product [CH3:35][O:34][C:27]1[CH:26]=[C:25]([CH:30]=[C:29]([O:31][CH3:32])[C:28]=1[CH3:33])[C:24]([NH:23][CH2:22][C:21]1[CH:37]=[CH:38][C:39]([C:41]2[N:45]=[C:44]([CH3:46])[O:43][N:42]=2)=[CH:40][C:20]=1[NH:19][CH2:54][CH2:53][C:47]1[CH:52]=[CH:51][CH:50]=[CH:49][CH:48]=1)=[O:36], predict the reactants needed to synthesize it. The reactants are: C(O)(=O)C.C(O[BH-](OC(=O)C)OC(=O)C)(=O)C.[Na+].[NH2:19][C:20]1[CH:40]=[C:39]([C:41]2[N:45]=[C:44]([CH3:46])[O:43][N:42]=2)[CH:38]=[CH:37][C:21]=1[CH2:22][NH:23][C:24](=[O:36])[C:25]1[CH:30]=[C:29]([O:31][CH3:32])[C:28]([CH3:33])=[C:27]([O:34][CH3:35])[CH:26]=1.[C:47]1([CH2:53][CH:54]=O)[CH:52]=[CH:51][CH:50]=[CH:49][CH:48]=1. (3) Given the product [CH2:1]([O:3][C:4]([CH2:6][CH2:7][C:8]1[CH:9]=[CH:10][C:11]([CH:14]2[CH2:19][CH2:18][N:17]([C:20]([O:22][C:23]([CH3:26])([CH3:25])[CH3:24])=[O:21])[CH2:16][CH:15]2[OH:27])=[CH:12][CH:13]=1)=[O:5])[CH3:2], predict the reactants needed to synthesize it. The reactants are: [CH2:1]([O:3][C:4]([CH:6]=[CH:7][C:8]1[CH:13]=[CH:12][C:11]([CH:14]2[CH2:19][CH2:18][N:17]([C:20]([O:22][C:23]([CH3:26])([CH3:25])[CH3:24])=[O:21])[CH2:16][CH:15]2[OH:27])=[CH:10][CH:9]=1)=[O:5])[CH3:2]. (4) Given the product [OH:21][NH:20][C:1]([C:3]1[CH:4]=[C:5]2[C:9](=[CH:10][CH:11]=1)[CH2:8][N:7]([C:12]([O:14][C:15]([CH3:18])([CH3:17])[CH3:16])=[O:13])[CH2:6]2)=[NH:2], predict the reactants needed to synthesize it. The reactants are: [C:1]([C:3]1[CH:4]=[C:5]2[C:9](=[CH:10][CH:11]=1)[CH2:8][N:7]([C:12]([O:14][C:15]([CH3:18])([CH3:17])[CH3:16])=[O:13])[CH2:6]2)#[N:2].Cl.[NH2:20][OH:21].CCN(C(C)C)C(C)C. (5) Given the product [NH:18]1[C:17]([C:14]2[CH:15]=[C:16]3[C:11](=[CH:12][CH:13]=2)[NH:10][N:9]=[C:8]3[C:4]2[CH:5]=[CH:6][CH:7]=[C:2]([O:1][CH2:45][CH2:46][N:47]3[CH2:52][CH2:51][O:50][CH2:49][CH2:48]3)[CH:3]=2)=[N:67][N:66]=[N:65]1, predict the reactants needed to synthesize it. The reactants are: [OH:1][C:2]1[CH:3]=[C:4]([C:8]2[C:16]3[C:11](=[CH:12][CH:13]=[C:14]([C:17]#[N:18])[CH:15]=3)[N:10](C3CCCCO3)[N:9]=2)[CH:5]=[CH:6][CH:7]=1.C1(P(C2C=CC=CC=2)C2C=CC=CC=2)C=CC=CC=1.O[CH2:45][CH2:46][N:47]1[CH2:52][CH2:51][O:50][CH2:49][CH2:48]1.N(C(OCC)=O)=NC(OCC)=O.[N:65]([Sn](CCCC)(CCCC)CCCC)=[N+:66]=[N-:67]. (6) Given the product [CH3:25][C:41]([CH3:42])([CH3:43])[CH2:40][N:39]1[C:34]2[C:35](=[N:36][C:31]([C:7]3[CH:8]4[CH2:14][CH2:13][CH:11]([CH:12]=3)[N:10]([C:15]3[CH:20]=[CH:19][C:18]([O:21][CH3:22])=[CH:17][CH:16]=3)[CH2:9]4)=[CH:32][CH:33]=2)[N:37]([CH3:45])[C:38]1=[O:44], predict the reactants needed to synthesize it. The reactants are: FC(F)(F)S(O[C:7]1[CH:8]2[CH2:14][CH2:13][CH:11]([CH:12]=1)[N:10]([C:15]1[CH:20]=[CH:19][C:18]([O:21][CH3:22])=[CH:17][CH:16]=1)[CH2:9]2)(=O)=O.[C:25]([O-])(=O)C.[K+].Cl[C:31]1[N:36]=[C:35]2[N:37]([CH3:45])[C:38](=[O:44])[N:39]([CH2:40][CH:41]3[CH2:43][CH2:42]3)[C:34]2=[CH:33][CH:32]=1.C([O-])([O-])=O.[Cs+].[Cs+].